Dataset: Reaction yield outcomes from USPTO patents with 853,638 reactions. Task: Predict the reaction yield, written as a fraction of the theoretical maximum amount of product (1.0 means a 100% yield; for example, 0.34 means a 34% yield). (1) The reactants are [C:1]([C:3]1[CH:8]=[CH:7][C:6](=[O:9])[N:5]([C:10]2[C:15]([F:16])=[CH:14][CH:13]=[CH:12][C:11]=2[F:17])[C:4]=1[S-:18])#[N:2].[Na+].Cl[CH2:21][C:22]([N:24]1[CH2:28][CH2:27][C@@H:26]([O:29][CH:30]2[CH2:35][CH2:34][CH2:33][CH2:32][O:31]2)[CH2:25]1)=[O:23].CCN(C(C)C)C(C)C.O. The catalyst is C(#N)C.C(OCC)(=O)C. The product is [NH2:2][C:1]1[C:3]2[CH:8]=[CH:7][C:6](=[O:9])[N:5]([C:10]3[C:11]([F:17])=[CH:12][CH:13]=[CH:14][C:15]=3[F:16])[C:4]=2[S:18][C:21]=1[C:22]([N:24]1[CH2:28][CH2:27][C@@H:26]([O:29][CH:30]2[CH2:35][CH2:34][CH2:33][CH2:32][O:31]2)[CH2:25]1)=[O:23]. The yield is 0.640. (2) The reactants are [NH2:1][C@H:2]([C:7]([O:9][CH:10]1[CH2:14][CH2:13][CH2:12][CH2:11]1)=[O:8])[CH2:3][CH:4]([CH3:6])[CH3:5].[N+:15]([C:18]1[CH:25]=[CH:24][C:21]([CH:22]=O)=[CH:20][CH:19]=1)([O-:17])=[O:16].C(O[BH-](OC(=O)C)OC(=O)C)(=O)C.[Na+].Cl.[OH-].[Na+]. The catalyst is C(Cl)Cl.C(O)(=O)C. The product is [CH3:5][CH:4]([CH3:6])[CH2:3][C@H:2]([NH:1][CH2:22][C:21]1[CH:24]=[CH:25][C:18]([N+:15]([O-:17])=[O:16])=[CH:19][CH:20]=1)[C:7]([O:9][CH:10]1[CH2:11][CH2:12][CH2:13][CH2:14]1)=[O:8]. The yield is 0.450.